From a dataset of CYP2C9 substrate classification data from Carbon-Mangels et al.. Regression/Classification. Given a drug SMILES string, predict its absorption, distribution, metabolism, or excretion properties. Task type varies by dataset: regression for continuous measurements (e.g., permeability, clearance, half-life) or binary classification for categorical outcomes (e.g., BBB penetration, CYP inhibition). Dataset: cyp2c9_substrate_carbonmangels. (1) The molecule is CCOC(=O)C1=C(C)NC(C)=C(C(=O)OCC)C1c1ccccc1/C=C\C(=O)OC(C)(C)C. The result is 0 (non-substrate). (2) The compound is NNc1nncc2ccccc12. The result is 0 (non-substrate). (3) The compound is CC/C(=C(/c1ccccc1)c1ccc(OCCN(C)C)cc1)c1ccccc1. The result is 1 (substrate). (4) The drug is CNC(=O)Oc1cc(C)c(SC)c(C)c1. The result is 0 (non-substrate).